Task: Predict the reaction yield, written as a fraction of the theoretical maximum amount of product (1.0 means a 100% yield; for example, 0.34 means a 34% yield).. Dataset: Reaction yield outcomes from USPTO patents with 853,638 reactions (1) The reactants are C(NC(C)C)(C)C.C([Li])CCC.[CH3:13][O:14][C:15](=[O:26])[CH2:16][C:17]1[CH:22]=[CH:21][C:20]([S:23][CH3:24])=[C:19]([Cl:25])[CH:18]=1.I[CH2:28][CH:29]1[CH2:33][CH2:32][C:31]2([O:38][CH2:37][CH2:36][CH2:35][O:34]2)[CH2:30]1. The catalyst is O1CCCC1.CN1CCCN(C)C1=O. The product is [CH3:13][O:14][C:15](=[O:26])[CH:16]([C:17]1[CH:22]=[CH:21][C:20]([S:23][CH3:24])=[C:19]([Cl:25])[CH:18]=1)[CH2:28][CH:29]1[CH2:33][CH2:32][C:31]2([O:34][CH2:35][CH2:36][CH2:37][O:38]2)[CH2:30]1. The yield is 0.560. (2) The reactants are [Br:1][C:2]1[CH:3]=[CH:4][C:5](F)=[C:6]([N+:8]([O-:10])=[O:9])[CH:7]=1.[NH2:12][CH2:13][CH2:14][N:15]1[CH2:20][CH2:19][O:18][CH2:17][CH2:16]1. The catalyst is C1COCC1. The product is [Br:1][C:2]1[CH:3]=[CH:4][C:5]([NH:12][CH2:13][CH2:14][N:15]2[CH2:20][CH2:19][O:18][CH2:17][CH2:16]2)=[C:6]([N+:8]([O-:10])=[O:9])[CH:7]=1. The yield is 1.00. (3) The reactants are [C:1]1([CH3:10])[CH:6]=[CH:5][C:4]([S:7]([OH:9])=[O:8])=[CH:3][CH:2]=1.[Li].[S:12]([CH2:16][CH2:17][NH:18][C:19](=[O:22])[CH2:20]Br)([OH:15])(=[O:14])=[O:13].O. The catalyst is C(O)C. The product is [CH3:10][C:1]1[CH:6]=[CH:5][C:4]([S:7]([CH2:20][C:19]([NH:18][CH2:17][CH2:16][S:12]([OH:15])(=[O:14])=[O:13])=[O:22])(=[O:9])=[O:8])=[CH:3][CH:2]=1. The yield is 0.890. (4) The reactants are Cl.[CH3:2][NH:3][O:4][CH3:5].C(N(CC)CC)C.[F:13][C:14]1[C:19]2[NH:20]C(=O)O[C:23](=[O:24])[C:18]=2[CH:17]=[CH:16][CH:15]=1. The catalyst is C(O)C.O. The product is [NH2:20][C:19]1[C:14]([F:13])=[CH:15][CH:16]=[CH:17][C:18]=1[C:23]([N:3]([O:4][CH3:5])[CH3:2])=[O:24]. The yield is 0.800. (5) The reactants are [Br:1][C:2]1[N:3]([CH3:11])[C:4]([C:7]([O:9]C)=[O:8])=[CH:5][N:6]=1.[OH-].[Li+]. The catalyst is O1CCCC1.O. The product is [Br:1][C:2]1[N:3]([CH3:11])[C:4]([C:7]([OH:9])=[O:8])=[CH:5][N:6]=1. The yield is 0.820.